Predict the product of the given reaction. From a dataset of Forward reaction prediction with 1.9M reactions from USPTO patents (1976-2016). (1) Given the reactants C(OC([N:8]1[CH2:13][CH2:12][CH:11]([N:14]([CH2:19][C:20]2[CH:25]=[CH:24][CH:23]=[C:22]([C:26]3[CH:31]=[CH:30][N:29]=[C:28](Cl)[N:27]=3)[CH:21]=2)[S:15]([CH3:18])(=[O:17])=[O:16])[CH2:10][CH2:9]1)=O)(C)(C)C.[F:33][C:34]1[CH:35]=[C:36]([CH2:40][CH2:41][NH2:42])[CH:37]=[CH:38][CH:39]=1, predict the reaction product. The product is: [F:33][C:34]1[CH:35]=[C:36]([CH2:40][CH2:41][NH:42][C:28]2[N:27]=[C:26]([C:22]3[CH:21]=[C:20]([CH:25]=[CH:24][CH:23]=3)[CH2:19][N:14]([CH:11]3[CH2:10][CH2:9][NH:8][CH2:13][CH2:12]3)[S:15]([CH3:18])(=[O:17])=[O:16])[CH:31]=[CH:30][N:29]=2)[CH:37]=[CH:38][CH:39]=1. (2) Given the reactants [Cl:1][C:2]1[CH:19]=[CH:18][C:17]([Cl:20])=[CH:16][C:3]=1[CH2:4][N:5]1[CH2:10][CH2:9][NH:8][C:7]2[N:11]=[CH:12][C:13](I)=[CH:14][C:6]1=2.[C:21]([O:25][C:26]([N:28]1[CH2:33][CH:32]=[C:31](B2OC(C)(C)C(C)(C)O2)[CH2:30][CH2:29]1)=[O:27])([CH3:24])([CH3:23])[CH3:22], predict the reaction product. The product is: [C:21]([O:25][C:26]([N:28]1[CH2:29][CH:30]=[C:31]([C:13]2[CH:12]=[N:11][C:7]3[NH:8][CH2:9][CH2:10][N:5]([CH2:4][C:3]4[CH:16]=[C:17]([Cl:20])[CH:18]=[CH:19][C:2]=4[Cl:1])[C:6]=3[CH:14]=2)[CH2:32][CH2:33]1)=[O:27])([CH3:24])([CH3:22])[CH3:23]. (3) The product is: [Br:17][C:3]1[C:2]([I:1])=[CH:7][N:6]=[C:5]([C:8]2[CH:13]=[CH:12][CH:11]=[CH:10][CH:9]=2)[N:4]=1. Given the reactants [I:1][C:2]1[C:3](O)=[N:4][C:5]([C:8]2[CH:13]=[CH:12][CH:11]=[CH:10][CH:9]=2)=[N:6][CH:7]=1.P(Br)(Br)([Br:17])=O, predict the reaction product. (4) Given the reactants Br[C:2]1[CH:7]=[CH:6][C:5]([C@@H:8]([N:10]2[CH2:15][CH2:14][C@:13]([CH2:23][CH2:24][CH2:25][NH:26][S:27]([CH3:30])(=[O:29])=[O:28])([C:16]3[CH:21]=[CH:20][C:19]([F:22])=[CH:18][CH:17]=3)[O:12][C:11]2=[O:31])[CH3:9])=[CH:4][CH:3]=1.[N:32]1[CH:37]=[CH:36][CH:35]=[CH:34][C:33]=1B(O)O, predict the reaction product. The product is: [F:22][C:19]1[CH:20]=[CH:21][C:16]([C@:13]2([CH2:23][CH2:24][CH2:25][NH:26][S:27]([CH3:30])(=[O:29])=[O:28])[O:12][C:11](=[O:31])[N:10]([C@H:8]([C:5]3[CH:6]=[CH:7][C:2]([C:33]4[CH:34]=[CH:35][CH:36]=[CH:37][N:32]=4)=[CH:3][CH:4]=3)[CH3:9])[CH2:15][CH2:14]2)=[CH:17][CH:18]=1. (5) Given the reactants [CH2:1]([O:3][C:4]1[CH:11]=[C:10]([C:12]2[CH:17]=[C:16]([N:18]3[CH2:22][CH2:21][CH2:20][C@H:19]3[CH3:23])[N:15]=[C:14]([NH:24][CH3:25])[N:13]=2)[CH:9]=[C:8](F)[C:5]=1[C:6]#[N:7])[CH3:2].CCO.CCN(C(C)C)C(C)C.[NH2:39][NH2:40], predict the reaction product. The product is: [CH2:1]([O:3][C:4]1[CH:11]=[C:10]([C:12]2[CH:17]=[C:16]([N:18]3[CH2:22][CH2:21][CH2:20][C@H:19]3[CH3:23])[N:15]=[C:14]([NH:24][CH3:25])[N:13]=2)[CH:9]=[C:8]2[C:5]=1[C:6]([NH2:7])=[N:39][NH:40]2)[CH3:2]. (6) Given the reactants [F:1][CH:2]([F:25])[C:3]1[N:8]2[N:9]=[CH:10][C:11]([C:12](O)=[O:13])=[C:7]2[N:6]=[C:5]([C:15]2[CH:20]=[CH:19][C:18]([C:21]([F:24])([F:23])[F:22])=[CH:17][CH:16]=2)[CH:4]=1.[OH:26][CH2:27][C:28]([NH:31][S:32]([C:35]1[S:39][C:38]([NH2:40])=[N:37][C:36]=1[CH3:41])(=[O:34])=[O:33])([CH3:30])[CH3:29], predict the reaction product. The product is: [OH:26][CH2:27][C:28]([NH:31][S:32]([C:35]1[S:39][C:38]([NH:40][C:12]([C:11]2[CH:10]=[N:9][N:8]3[C:3]([CH:2]([F:25])[F:1])=[CH:4][C:5]([C:15]4[CH:20]=[CH:19][C:18]([C:21]([F:22])([F:24])[F:23])=[CH:17][CH:16]=4)=[N:6][C:7]=23)=[O:13])=[N:37][C:36]=1[CH3:41])(=[O:34])=[O:33])([CH3:30])[CH3:29]. (7) Given the reactants [Cl:1][C:2]1[CH:3]=[C:4]([NH:9][C:10]([N:12]2[CH2:17][CH2:16][N:15]([CH2:18][CH:19]3[CH2:24][CH2:23][CH2:22][N:21]([CH3:25])[CH2:20]3)[CH2:14][CH2:13]2)=S)[CH:5]=[CH:6][C:7]=1[Cl:8].CO.[NH3:28], predict the reaction product. The product is: [Cl:1][C:2]1[CH:3]=[C:4]([NH:9][C:10]([N:12]2[CH2:17][CH2:16][N:15]([CH2:18][CH:19]3[CH2:24][CH2:23][CH2:22][N:21]([CH3:25])[CH2:20]3)[CH2:14][CH2:13]2)=[NH:28])[CH:5]=[CH:6][C:7]=1[Cl:8].